Dataset: Catalyst prediction with 721,799 reactions and 888 catalyst types from USPTO. Task: Predict which catalyst facilitates the given reaction. Reactant: [OH:1][C:2]1[C:11]2[C:6](=[CH:7][CH:8]=[CH:9][CH:10]=2)[C:5]([CH3:12])=[N:4][C:3]=1[C:13]([O:15][CH3:16])=[O:14].C(N(CC)C(C)C)(C)C.[F:26][C:27]([F:40])([F:39])[S:28](O[S:28]([C:27]([F:40])([F:39])[F:26])(=[O:30])=[O:29])(=[O:30])=[O:29]. Product: [CH3:12][C:5]1[C:6]2[C:11](=[CH:10][CH:9]=[CH:8][CH:7]=2)[C:2]([O:1][S:28]([C:27]([F:40])([F:39])[F:26])(=[O:30])=[O:29])=[C:3]([C:13]([O:15][CH3:16])=[O:14])[N:4]=1. The catalyst class is: 2.